From a dataset of Peptide-MHC class II binding affinity with 134,281 pairs from IEDB. Regression. Given a peptide amino acid sequence and an MHC pseudo amino acid sequence, predict their binding affinity value. This is MHC class II binding data. (1) The peptide sequence is CGSTDEYCSPDHNCQ. The MHC is HLA-DQA10301-DQB10302 with pseudo-sequence HLA-DQA10301-DQB10302. The binding affinity (normalized) is 0. (2) The peptide sequence is RGIVKENIIDLTKIDR. The MHC is HLA-DQA10101-DQB10501 with pseudo-sequence HLA-DQA10101-DQB10501. The binding affinity (normalized) is 0.179. (3) The peptide sequence is AGSLQGQWRGAAGTA. The MHC is DRB1_0802 with pseudo-sequence DRB1_0802. The binding affinity (normalized) is 0.182. (4) The MHC is DRB1_1201 with pseudo-sequence DRB1_1201. The peptide sequence is KMIGGIGGFIKVRQYDQIHI. The binding affinity (normalized) is 0.609. (5) The peptide sequence is PVQRHPRSLFPEFSE. The MHC is HLA-DQA10501-DQB10201 with pseudo-sequence HLA-DQA10501-DQB10201. The binding affinity (normalized) is 0.715. (6) The MHC is DRB1_1001 with pseudo-sequence DRB1_1001. The peptide sequence is EEKYFAATQFEPLAA. The binding affinity (normalized) is 0.561. (7) The peptide sequence is EKKYFAATCFEPLAA. The MHC is HLA-DQA10501-DQB10201 with pseudo-sequence HLA-DQA10501-DQB10201. The binding affinity (normalized) is 0.597.